From a dataset of Catalyst prediction with 721,799 reactions and 888 catalyst types from USPTO. Predict which catalyst facilitates the given reaction. (1) The catalyst class is: 10. Product: [Cl:17][CH2:18][CH2:19][O:20][CH2:21][CH2:22][N:10]1[C:11]2[C:16](=[CH:15][CH:14]=[CH:13][CH:12]=2)[C:8]([I:7])=[N:9]1. Reactant: C(=O)([O-])[O-].[K+].[K+].[I:7][C:8]1[C:16]2[C:11](=[CH:12][CH:13]=[CH:14][CH:15]=2)[NH:10][N:9]=1.[Cl:17][CH2:18][CH2:19][O:20][CH2:21][CH2:22]Cl. (2) Reactant: [NH2:1][C:2]1[CH:7]=[C:6]([Cl:8])[CH:5]=[CH:4][N:3]=1.[CH2:9]([N:11]=[C:12]=[O:13])[CH3:10]. Product: [Cl:8][C:6]1[CH:5]=[CH:4][N:3]=[C:2]([NH:1][C:12]([NH:11][CH2:9][CH3:10])=[O:13])[CH:7]=1. The catalyst class is: 1. (3) Reactant: NN.[CH:3]([N:6]1[CH2:11][CH2:10][CH:9]([C:12]2[CH:17]=[CH:16][C:15]([N+:18]([O-])=O)=[CH:14][CH:13]=2)[CH2:8][CH2:7]1)([CH3:5])[CH3:4]. Product: [CH:3]([N:6]1[CH2:7][CH2:8][CH:9]([C:12]2[CH:13]=[CH:14][C:15]([NH2:18])=[CH:16][CH:17]=2)[CH2:10][CH2:11]1)([CH3:5])[CH3:4]. The catalyst class is: 50. (4) Reactant: CS([C:4]1[N:9]=[CH:8][C:7]2=[CH:10][CH:11]=[C:12]([C:13]3[CH:18]=[CH:17][CH:16]=[CH:15][C:14]=3[O:19][CH3:20])[N:6]2[N:5]=1)=O.[O:21]1[C:25]2[CH:26]=[CH:27][C:28]([NH2:30])=[CH:29][C:24]=2[O:23][CH2:22]1. Product: [O:21]1[C:25]2[CH:26]=[CH:27][C:28]([NH:30][C:4]3[N:9]=[CH:8][C:7]4=[CH:10][CH:11]=[C:12]([C:13]5[CH:18]=[CH:17][CH:16]=[CH:15][C:14]=5[O:19][CH3:20])[N:6]4[N:5]=3)=[CH:29][C:24]=2[O:23][CH2:22]1. The catalyst class is: 141.